Dataset: Full USPTO retrosynthesis dataset with 1.9M reactions from patents (1976-2016). Task: Predict the reactants needed to synthesize the given product. (1) Given the product [NH2:6][C:9]1[CH:10]=[C:11]([C:19]([F:22])([F:20])[F:21])[C:12]([CH:15]([CH3:18])[C:16]#[N:17])=[N:13][CH:14]=1, predict the reactants needed to synthesize it. The reactants are: O.O.[Sn](Cl)Cl.[N+:6]([C:9]1[CH:10]=[C:11]([C:19]([F:22])([F:21])[F:20])[C:12]([CH:15]([CH3:18])[C:16]#[N:17])=[N:13][CH:14]=1)([O-])=O. (2) Given the product [ClH:39].[CH3:1][C:2]1[CH:23]=[C:22]([CH3:24])[C:21]([C:25]2[NH:38][C:28]3[CH:29]=[N:30][C:31]([N:33]4[CH2:37][CH2:36][CH2:35][CH2:34]4)=[CH:32][C:27]=3[N:26]=2)=[CH:20][C:3]=1[C:4]([N:6]1[CH2:7][CH2:8][CH:9]([C:12]2[CH:13]=[CH:14][C:15]([C:16]#[N:17])=[CH:18][CH:19]=2)[CH2:10][CH2:11]1)=[O:5], predict the reactants needed to synthesize it. The reactants are: [CH3:1][C:2]1[CH:23]=[C:22]([CH3:24])[C:21]([C:25]2[NH:38][C:28]3[CH:29]=[N:30][C:31]([N:33]4[CH2:37][CH2:36][CH2:35][CH2:34]4)=[CH:32][C:27]=3[N:26]=2)=[CH:20][C:3]=1[C:4]([N:6]1[CH2:11][CH2:10][CH:9]([C:12]2[CH:19]=[CH:18][C:15]([C:16]#[N:17])=[CH:14][CH:13]=2)[CH2:8][CH2:7]1)=[O:5].[ClH:39].O1CCOCC1. (3) The reactants are: [NH2:1][C:2]1[CH:12]=[CH:11][C:10]([S:13]([C:16]2[CH:21]=[CH:20][C:19]([CH2:22][CH2:23][N:24]([C:41]([O:43][C:44]([CH3:47])([CH3:46])[CH3:45])=[O:42])[CH2:25][C@@H:26]([C:34]3[CH:39]=[CH:38][CH:37]=[C:36]([Cl:40])[CH:35]=3)[O:27][CH:28]3[CH2:33][CH2:32][CH2:31][CH2:30][O:29]3)=[CH:18][CH:17]=2)(=[O:15])=[O:14])=[CH:9][C:3]=1[C:4]([O:6]CC)=[O:5].[OH-].[Na+].Cl. Given the product [NH2:1][C:2]1[CH:12]=[CH:11][C:10]([S:13]([C:16]2[CH:17]=[CH:18][C:19]([CH2:22][CH2:23][N:24]([C:41]([O:43][C:44]([CH3:47])([CH3:46])[CH3:45])=[O:42])[CH2:25][C@@H:26]([C:34]3[CH:39]=[CH:38][CH:37]=[C:36]([Cl:40])[CH:35]=3)[O:27][CH:28]3[CH2:33][CH2:32][CH2:31][CH2:30][O:29]3)=[CH:20][CH:21]=2)(=[O:15])=[O:14])=[CH:9][C:3]=1[C:4]([OH:6])=[O:5], predict the reactants needed to synthesize it. (4) Given the product [C:1]1([PH:7](=[O:8])[OH:9])[CH:6]=[CH:5][CH:4]=[CH:3][CH:2]=1.[NH2:14][NH:15][C:16]([NH2:18])=[NH:17], predict the reactants needed to synthesize it. The reactants are: [C:1]1([PH:7](=[O:9])[OH:8])[CH:6]=[CH:5][CH:4]=[CH:3][CH:2]=1.C(=O)(O)O.[NH2:14][NH:15][C:16]([NH2:18])=[NH:17].C(=O)=O. (5) The reactants are: [F:1][C:2]1[CH:7]=[C:6]([F:8])[CH:5]=[CH:4][C:3]=1[NH:9][C:10](=[O:18])[C:11]1[CH:16]=[CH:15][CH:14]=[CH:13][C:12]=1[OH:17].[C:19](=O)([O-])[O-].[K+].[K+].IC. Given the product [F:1][C:2]1[CH:7]=[C:6]([F:8])[CH:5]=[CH:4][C:3]=1[NH:9][C:10](=[O:18])[C:11]1[CH:16]=[CH:15][CH:14]=[CH:13][C:12]=1[O:17][CH3:19], predict the reactants needed to synthesize it. (6) Given the product [Cl:25][C:22]1[CH:21]=[CH:20][C:19]([S:16]([N:15]([C:9]2[CH:10]=[C:11]([Cl:14])[CH:12]=[CH:13][C:8]=2[Cl:7])[C@H:26]([CH3:32])[CH2:35][OH:36])(=[O:18])=[O:17])=[CH:24][CH:23]=1, predict the reactants needed to synthesize it. The reactants are: [H-].[H-].[H-].[H-].[Li+].[Al+3].[Cl:7][C:8]1[CH:13]=[CH:12][C:11]([Cl:14])=[CH:10][C:9]=1[N:15]([CH:26]([CH3:32])CC(OC)=O)[S:16]([C:19]1[CH:24]=[CH:23][C:22]([Cl:25])=[CH:21][CH:20]=1)(=[O:18])=[O:17].C1C[O:36][CH2:35]C1. (7) Given the product [F:1][C:2]([F:31])([F:32])[C:3]1[CH:26]=[C:25]([C:27]([F:28])([F:29])[F:30])[CH:24]=[CH:23][C:4]=1[CH2:5][O:6][C:7]1[CH:12]=[CH:11][C:10]([CH:13]=[C:14]2[S:18][C:40]([N:41]3[CH2:46][CH2:45][N:44]([CH3:35])[CH2:43][CH2:42]3)=[N:16][C:15]2=[O:20])=[CH:9][C:8]=1[O:21][CH3:22], predict the reactants needed to synthesize it. The reactants are: [F:1][C:2]([F:32])([F:31])[C:3]1[CH:26]=[C:25]([C:27]([F:30])([F:29])[F:28])[CH:24]=[CH:23][C:4]=1[CH2:5][O:6][C:7]1[CH:12]=[CH:11][C:10]([CH:13]=[C:14]2[S:18]C(=S)[NH:16][C:15]2=[O:20])=[CH:9][C:8]=1[O:21][CH3:22].IC.[CH3:35]N(C=O)C.[CH3:40][N:41]1[CH2:46][CH2:45][NH:44][CH2:43][CH2:42]1.